From a dataset of Reaction yield outcomes from USPTO patents with 853,638 reactions. Predict the reaction yield, written as a fraction of the theoretical maximum amount of product (1.0 means a 100% yield; for example, 0.34 means a 34% yield). (1) The reactants are [H-].[Na+].[CH2:3]([OH:10])[C:4]1[CH:9]=[CH:8][CH:7]=[CH:6][CH:5]=1.[Br:11][C:12]1[N:19]=[CH:18][CH:17]=[C:16](Br)[C:13]=1[C:14]#[N:15]. The catalyst is CN(C=O)C. The product is [CH2:3]([O:10][C:16]1[C:13]([C:14]#[N:15])=[C:12]([Br:11])[N:19]=[CH:18][CH:17]=1)[C:4]1[CH:9]=[CH:8][CH:7]=[CH:6][CH:5]=1. The yield is 0.830. (2) The reactants are [Cl:1][C:2]1[C:10]2[C:5](=[CH:6][CH:7]=[CH:8][CH:9]=2)[N:4]([C:11]2[N:15]([CH3:16])[N:14]=[C:13]([CH3:17])[C:12]=2[CH:18]=O)[N:3]=1.C(OP([CH2:28][C:29]([O:31]CC)=[O:30])(OCC)=O)C.[H-].[Na+].O. The catalyst is O1CCCC1. The product is [Cl:1][C:2]1[C:10]2[C:5](=[CH:6][CH:7]=[CH:8][CH:9]=2)[N:4]([C:11]2[N:15]([CH3:16])[N:14]=[C:13]([CH3:17])[C:12]=2/[CH:18]=[CH:28]/[C:29]([OH:31])=[O:30])[N:3]=1. The yield is 0.840. (3) The catalyst is CS(C)=O. The reactants are F[C:2]1[CH:7]=[CH:6][C:5]([S:8]([CH3:11])(=[O:10])=[O:9])=[CH:4][C:3]=1[N+:12]([O-:14])=[O:13].[F:15][C:16]1[CH:21]=[C:20]([F:22])[CH:19]=[CH:18][C:17]=1[OH:23].C(=O)([O-])[O-].[K+].[K+]. The product is [F:15][C:16]1[CH:21]=[C:20]([F:22])[CH:19]=[CH:18][C:17]=1[O:23][C:2]1[CH:7]=[CH:6][C:5]([S:8]([CH3:11])(=[O:10])=[O:9])=[CH:4][C:3]=1[N+:12]([O-:14])=[O:13]. The yield is 0.890. (4) The reactants are [C:1](=[O:18])(ON1C(=O)CCC1=O)[O:2][CH2:3][C:4]1[CH:9]=[CH:8][CH:7]=[CH:6][CH:5]=1.Cl.[N+:20]([C:23]1[CH:24]=[C:25]([C@@H:29]([NH2:31])[CH3:30])[CH:26]=[CH:27][CH:28]=1)([O-:22])=[O:21].CCN(C(C)C)C(C)C. The catalyst is C(Cl)Cl. The product is [N+:20]([C:23]1[CH:24]=[C:25]([C@@H:29]([NH:31][C:1](=[O:18])[O:2][CH2:3][C:4]2[CH:5]=[CH:6][CH:7]=[CH:8][CH:9]=2)[CH3:30])[CH:26]=[CH:27][CH:28]=1)([O-:22])=[O:21]. The yield is 0.990.